This data is from Reaction yield outcomes from USPTO patents with 853,638 reactions. The task is: Predict the reaction yield, written as a fraction of the theoretical maximum amount of product (1.0 means a 100% yield; for example, 0.34 means a 34% yield). (1) The reactants are [CH3:1][S:2](Cl)(=[O:4])=[O:3].[F:6][C:7]1[CH:8]=[CH:9][C:10]([CH2:13][OH:14])=[N:11][CH:12]=1.C(N(CC)C(C)C)(C)C. The catalyst is C(Cl)Cl. The product is [CH3:1][S:2]([O:14][CH2:13][C:10]1[CH:9]=[CH:8][C:7]([F:6])=[CH:12][N:11]=1)(=[O:4])=[O:3]. The yield is 0.390. (2) The reactants are [CH2:1]([N:8]1[CH:12]=[C:11]([CH3:13])[N:10]=[C:9]1[CH:14]1[C:23](=O)[C:22]2[C:21]([C:25]([O:27]C)=O)=[CH:20][CH:19]=[CH:18][C:17]=2[NH:16][CH:15]1[C:29]1[CH:34]=[CH:33][CH:32]=[CH:31][CH:30]=1)[C:2]1[CH:7]=[CH:6][CH:5]=[CH:4][CH:3]=1.O.[NH2:36][NH2:37]. No catalyst specified. The product is [CH2:1]([N:8]1[CH:12]=[C:11]([CH3:13])[N:10]=[C:9]1[CH:14]1[C:23]2=[N:36][NH:37][C:25](=[O:27])[C:21]3[CH:20]=[CH:19][CH:18]=[C:17]([C:22]=32)[NH:16][CH:15]1[C:29]1[CH:34]=[CH:33][CH:32]=[CH:31][CH:30]=1)[C:2]1[CH:3]=[CH:4][CH:5]=[CH:6][CH:7]=1. The yield is 0.160. (3) The reactants are [Br:1][C:2]1[CH:3]=[C:4]([C:8]([NH:10][C@@H:11]([CH2:24][C:25]2[CH:30]=[CH:29][CH:28]=[CH:27][C:26]=2[C:31]([F:34])([F:33])[F:32])[CH2:12][N:13]2C(=O)C3C(=CC=CC=3)C2=O)=[O:9])[S:5][C:6]=1[Cl:7].NN.[CH3:49][C:48]([O:47][C:45](O[C:45]([O:47][C:48]([CH3:51])([CH3:50])[CH3:49])=[O:46])=[O:46])([CH3:51])[CH3:50]. The catalyst is C1COCC1.CO.C1COCC1. The product is [Br:1][C:2]1[CH:3]=[C:4]([C:8]([NH:10][C@@H:11]([CH2:24][C:25]2[CH:30]=[CH:29][CH:28]=[CH:27][C:26]=2[C:31]([F:34])([F:33])[F:32])[CH2:12][NH:13][C:45](=[O:46])[O:47][C:48]([CH3:49])([CH3:50])[CH3:51])=[O:9])[S:5][C:6]=1[Cl:7]. The yield is 0.270. (4) The reactants are C(Cl)CCl.CNC[C:8]1[NH:9][C:10]2[C:15]([C:16]=1[CH3:17])=[CH:14][CH:13]=[CH:12][CH:11]=2.Cl.[NH2:19][C:20]1[N:25]=[CH:24][C:23](/[CH:26]=[CH:27]/C(O)=O)=[CH:22][CH:21]=1.C1C=CC2N(O)N=NC=2C=1.CCN(C(C)C)C(C)C.[CH3:50][N:51]([CH:53]=[O:54])[CH3:52]. The yield is 0.230. The product is [NH2:19][C:20]1[N:25]=[CH:24][C:23]([C:26](=[CH2:27])[C:53]([N:51]([CH3:52])[CH2:50][C:8]2[NH:9][C:10]3[C:15]([C:16]=2[CH3:17])=[CH:14][CH:13]=[CH:12][CH:11]=3)=[O:54])=[CH:22][CH:21]=1. The catalyst is O. (5) The reactants are [O:1]1[C:5]2[CH:6]=[CH:7][C:8]([CH2:10][CH2:11][NH:12][C:13]([C:15]3[CH:35]=[CH:34][C:18]([O:19][C:20]4[CH:29]=[C:28]5[C:23]([CH:24]([C:30]([OH:32])=[O:31])[CH2:25][CH2:26][O:27]5)=[CH:22][C:21]=4[Cl:33])=[CH:17][CH:16]=3)=[O:14])=[CH:9][C:4]=2[O:3][CH2:2]1.O1CCCC1CO.C[O-].[Na+:45]. No catalyst specified. The product is [O:1]1[C:5]2[CH:6]=[CH:7][C:8]([CH2:10][CH2:11][NH:12][C:13]([C:15]3[CH:35]=[CH:34][C:18]([O:19][C:20]4[CH:29]=[C:28]5[C:23]([CH:24]([C:30]([O-:32])=[O:31])[CH2:25][CH2:26][O:27]5)=[CH:22][C:21]=4[Cl:33])=[CH:17][CH:16]=3)=[O:14])=[CH:9][C:4]=2[O:3][CH2:2]1.[Na+:45]. The yield is 1.01.